Dataset: Forward reaction prediction with 1.9M reactions from USPTO patents (1976-2016). Task: Predict the product of the given reaction. The product is: [S:1](=[O:34])(=[O:33])([O:3][CH2:4][C@H:5]1[CH2:6][C@@H:7]([N:15]([C:17]2[CH:22]=[C:21]([NH:23][C@@H:24]3[C:32]4[C:27](=[CH:28][CH:29]=[CH:30][CH:31]=4)[CH2:26][CH2:25]3)[N:20]=[CH:19][N:18]=2)[CH3:16])[C@H:8]([OH:9])[C@@H:12]1[OH:11])[NH2:2]. Given the reactants [S:1](=[O:34])(=[O:33])([O:3][CH2:4][C@@H:5]1[C@@H:12]2[C@@H:8]([O:9]C(C)(C)[O:11]2)[C@H:7]([N:15]([C:17]2[CH:22]=[C:21]([NH:23][C@@H:24]3[C:32]4[C:27](=[CH:28][CH:29]=[CH:30][CH:31]=4)[CH2:26][CH2:25]3)[N:20]=[CH:19][N:18]=2)[CH3:16])[CH2:6]1)[NH2:2].Cl, predict the reaction product.